From a dataset of Full USPTO retrosynthesis dataset with 1.9M reactions from patents (1976-2016). Predict the reactants needed to synthesize the given product. Given the product [Cl:1][C:2]1[N:7]=[CH:6][C:5]([CH:8]2[CH2:12][CH2:11][CH:10]([OH:13])[CH2:9]2)=[CH:4][CH:3]=1, predict the reactants needed to synthesize it. The reactants are: [Cl:1][C:2]1[N:7]=[CH:6][C:5]([CH:8]2[CH2:12][CH2:11][C:10](=[O:13])[CH2:9]2)=[CH:4][CH:3]=1.CO.[BH4-].[Na+].